From a dataset of NCI-60 drug combinations with 297,098 pairs across 59 cell lines. Regression. Given two drug SMILES strings and cell line genomic features, predict the synergy score measuring deviation from expected non-interaction effect. (1) Drug 1: C1=NC2=C(N1)C(=S)N=C(N2)N. Drug 2: CC1=C(C(CCC1)(C)C)C=CC(=CC=CC(=CC(=O)O)C)C. Cell line: OVCAR-4. Synergy scores: CSS=20.1, Synergy_ZIP=-3.54, Synergy_Bliss=-1.28, Synergy_Loewe=-14.3, Synergy_HSA=-2.75. (2) Synergy scores: CSS=48.2, Synergy_ZIP=-9.63, Synergy_Bliss=-7.13, Synergy_Loewe=-8.61, Synergy_HSA=-5.97. Drug 1: CN(CC1=CN=C2C(=N1)C(=NC(=N2)N)N)C3=CC=C(C=C3)C(=O)NC(CCC(=O)O)C(=O)O. Drug 2: N.N.Cl[Pt+2]Cl. Cell line: HOP-92.